Dataset: Full USPTO retrosynthesis dataset with 1.9M reactions from patents (1976-2016). Task: Predict the reactants needed to synthesize the given product. Given the product [Cl:1][C:2]1[CH:3]=[C:4]([C:12]2[N:13]=[CH:14][C:15]([C:18]3[C:19]([CH2:33][CH3:34])=[C:20]([O:24][CH2:25][CH2:26][CH2:27][C:28]([OH:30])=[O:29])[CH:21]=[CH:22][CH:23]=3)=[CH:16][N:17]=2)[CH:5]=[CH:6][C:7]=1[O:8][CH:9]([CH3:11])[CH3:10], predict the reactants needed to synthesize it. The reactants are: [Cl:1][C:2]1[CH:3]=[C:4]([C:12]2[N:17]=[CH:16][C:15]([C:18]3[C:19]([CH2:33][CH3:34])=[C:20]([O:24][CH2:25][CH2:26][CH2:27][C:28]([O:30]CC)=[O:29])[CH:21]=[CH:22][CH:23]=3)=[CH:14][N:13]=2)[CH:5]=[CH:6][C:7]=1[O:8][CH:9]([CH3:11])[CH3:10].[OH-].[Na+].